Dataset: Retrosynthesis with 50K atom-mapped reactions and 10 reaction types from USPTO. Task: Predict the reactants needed to synthesize the given product. (1) Given the product CCCC=C1CCN(C[C@@H](C)CN2C(=O)COc3ccc(OC)cc32)CC1, predict the reactants needed to synthesize it. The reactants are: CCCC=C1CCNCC1.COc1ccc2c(c1)N(C[C@H](C)CI)C(=O)CO2. (2) Given the product O=C1CCc2cnc(OCc3ccccc3)cc21, predict the reactants needed to synthesize it. The reactants are: COC(=O)C1Cc2cnc(OCc3ccccc3)cc2C1=O. (3) The reactants are: CC(C)[C@@H]1CC[C@@H](C)C[C@H]1OCCN(C)CCCl.NCCCCc1ccccc1. Given the product CC(C)[C@@H]1CC[C@@H](C)C[C@H]1OCCN(C)CCNCCCCc1ccccc1, predict the reactants needed to synthesize it. (4) Given the product CNC(=O)C[C@@H](NC(=O)OCc1ccccc1)C(C)C, predict the reactants needed to synthesize it. The reactants are: CCOC(=O)C[C@@H](NC(=O)OCc1ccccc1)C(C)C.CN. (5) Given the product O=C(N/N=C/C=C/c1ccc([N+](=O)[O-])o1)c1cc2ccccc2cc1O, predict the reactants needed to synthesize it. The reactants are: NNC(=O)c1cc2ccccc2cc1O.O=C/C=C/c1ccc([N+](=O)[O-])o1. (6) Given the product OCc1ccnc(F)c1, predict the reactants needed to synthesize it. The reactants are: O=C(OCc1ccnc(F)c1)c1ccccc1.